This data is from Forward reaction prediction with 1.9M reactions from USPTO patents (1976-2016). The task is: Predict the product of the given reaction. (1) Given the reactants Br[C:2]1[N:6]2[N:7]=[C:8]([Cl:11])[CH:9]=[CH:10][C:5]2=[N:4][CH:3]=1.[C:12]([C:14]1[CH:15]=[C:16]([CH:19]=[CH:20][CH:21]=1)[C:17]#[N:18])#[CH:13], predict the reaction product. The product is: [Cl:11][C:8]1[CH:9]=[CH:10][C:5]2[N:6]([C:2]([C:13]#[C:12][C:14]3[CH:15]=[C:16]([CH:19]=[CH:20][CH:21]=3)[C:17]#[N:18])=[CH:3][N:4]=2)[N:7]=1. (2) Given the reactants [Cl:1][C:2]1[CH:3]=[C:4]([CH2:19][N:20]2[C:24]([CH3:25])=[CH:23][C:22]([C:26]([NH:28][CH2:29][CH:30]3[CH2:35][CH2:34][N:33](C(OC(C)(C)C)=O)[CH2:32][CH2:31]3)=[O:27])=[N:21]2)[C:5]2[O:9][C:8]([C:10]3[CH:15]=[CH:14][C:13]([Cl:16])=[CH:12][C:11]=3[Cl:17])=[CH:7][C:6]=2[CH:18]=1, predict the reaction product. The product is: [ClH:1].[Cl:1][C:2]1[CH:3]=[C:4]([CH2:19][N:20]2[C:24]([CH3:25])=[CH:23][C:22]([C:26]([NH:28][CH2:29][CH:30]3[CH2:31][CH2:32][NH:33][CH2:34][CH2:35]3)=[O:27])=[N:21]2)[C:5]2[O:9][C:8]([C:10]3[CH:15]=[CH:14][C:13]([Cl:16])=[CH:12][C:11]=3[Cl:17])=[CH:7][C:6]=2[CH:18]=1. (3) Given the reactants C(N(CC)CC)C.[F:8][C:9]1[CH:17]=[C:16]2[C:12]([C:13]([CH:25]=[O:26])=[CH:14][N:15]2C(OC(C)(C)C)=O)=[CH:11][CH:10]=1.[CH3:27][O:28][C:29]1[CH:30]=[C:31]([CH:42]=[CH:43][CH:44]=1)[N:32]=[CH:33][C:34]1[CH:35]=[N:36][C:37]([O:40][CH3:41])=[CH:38][CH:39]=1, predict the reaction product. The product is: [F:8][C:9]1[CH:17]=[C:16]2[C:12]([C:13]([C:25](=[O:26])[CH:33]([NH:32][C:31]3[CH:42]=[CH:43][CH:44]=[C:29]([O:28][CH3:27])[CH:30]=3)[C:34]3[CH:35]=[N:36][C:37]([O:40][CH3:41])=[CH:38][CH:39]=3)=[CH:14][NH:15]2)=[CH:11][CH:10]=1. (4) Given the reactants [CH3:1][O:2][C:3]1[CH:8]=[CH:7][C:6]([N+:9]([O-:11])=[O:10])=[CH:5][C:4]=1[N:12]=[C:13]=S.C(N(CC)CC)C.[NH2:22][CH:23]([C:35]1[CH:40]=[CH:39][CH:38]=[CH:37][CH:36]=1)[C:24]([NH:26][C:27]1[CH:32]=[CH:31][C:30]([CH3:33])=[C:29]([CH3:34])[CH:28]=1)=[O:25].C([O:43]C(=O)C)C, predict the reaction product. The product is: [CH3:1][O:2][C:3]1[CH:8]=[CH:7][C:6]([N+:9]([O-:11])=[O:10])=[CH:5][C:4]=1[NH:12][C:13](=[O:43])[NH:22][C@H:23]([C:35]1[CH:40]=[CH:39][CH:38]=[CH:37][CH:36]=1)[C:24]([NH:26][C:27]1[CH:32]=[CH:31][C:30]([CH3:33])=[C:29]([CH3:34])[CH:28]=1)=[O:25]. (5) Given the reactants Cl[CH2:2][C:3]1[N:7]([CH3:8])[C:6]2[C:9]([O:17][CH3:18])=[C:10]([O:15][CH3:16])[C:11]([O:13][CH3:14])=[CH:12][C:5]=2[N:4]=1.[NH:19]1[CH2:25][CH2:24][CH2:23][NH:22][CH2:21][CH2:20]1, predict the reaction product. The product is: [CH3:8][N:7]1[C:6]2[C:9]([O:17][CH3:18])=[C:10]([O:15][CH3:16])[C:11]([O:13][CH3:14])=[CH:12][C:5]=2[N:4]=[C:3]1[CH2:2][N:19]1[CH2:25][CH2:24][CH2:23][N:22]([CH2:2][C:3]2[N:7]([CH3:8])[C:6]3[C:9]([O:17][CH3:18])=[C:10]([O:15][CH3:16])[C:11]([O:13][CH3:14])=[CH:12][C:5]=3[N:4]=2)[CH2:21][CH2:20]1.